From a dataset of Full USPTO retrosynthesis dataset with 1.9M reactions from patents (1976-2016). Predict the reactants needed to synthesize the given product. (1) Given the product [C:31]([N:12]1[CH2:13][CH2:14][N:9]([C:4]2[CH:5]=[CH:6][CH:7]=[CH:8][C:3]=2[C:18]([OH:21])=[O:19])[CH2:10][CH2:11]1)([O:33][C:34]([CH3:35])([CH3:36])[CH3:37])=[O:32], predict the reactants needed to synthesize it. The reactants are: C([C:3]1[CH:8]=[CH:7][CH:6]=[CH:5][C:4]=1[N:9]1[CH2:14][CH2:13][NH:12][CH2:11][CH2:10]1)#N.[OH-].[K+].Cl.[C:18]([O-:21])(O)=[O:19].[Na+].[CH3:35][C:34]([O:33][C:31](O[C:31]([O:33][C:34]([CH3:37])([CH3:36])[CH3:35])=[O:32])=[O:32])([CH3:37])[CH3:36]. (2) Given the product [CH3:9][C:10]1([CH3:19])[N:14]2[C:15](=[O:18])[CH:16]([Se:26][C:20]3[CH:25]=[CH:24][CH:23]=[CH:22][CH:21]=3)[CH2:17][C@@H:13]2[CH2:12][O:11]1, predict the reactants needed to synthesize it. The reactants are: [Li+].CC([N-]C(C)C)C.[CH3:9][C:10]1([CH3:19])[N:14]2[C:15](=[O:18])[CH2:16][CH2:17][C@@H:13]2[CH2:12][O:11]1.[C:20]1([Se:26][Se:26][C:20]2[CH:25]=[CH:24][CH:23]=[CH:22][CH:21]=2)[CH:25]=[CH:24][CH:23]=[CH:22][CH:21]=1.C(OCC)(=O)C. (3) The reactants are: [CH3:1][N:2]([CH2:4][C:5]1[CH2:14][CH2:13][C:12]2[CH:11]=[C:10]([NH2:15])[CH:9]=[CH:8][C:7]=2[CH:6]=1)[CH3:3].C(N(CC)CC)C.[C:23]1([C:33]2[CH:38]=[CH:37][CH:36]=[CH:35][CH:34]=2)[CH:28]=[CH:27][C:26]([S:29]([Cl:32])(=[O:31])=[O:30])=[CH:25][CH:24]=1. Given the product [ClH:32].[CH3:3][N:2]([CH2:4][CH:5]1[CH2:14][CH2:13][C:12]2[CH:11]=[C:10]([NH:15][S:29]([C:26]3[CH:25]=[CH:24][C:23]([C:33]4[CH:38]=[CH:37][CH:36]=[CH:35][CH:34]=4)=[CH:28][CH:27]=3)(=[O:31])=[O:30])[CH:9]=[CH:8][C:7]=2[CH2:6]1)[CH3:1], predict the reactants needed to synthesize it. (4) The reactants are: C([NH:4][C:5]1[N:6]=[C:7]([N:25]2[CH2:31][CH2:30][CH2:29][NH:28][CH2:27][CH:26]2[C:32](=[O:41])[NH:33][C:34]2[CH:39]=[CH:38][CH:37]=[C:36]([CH3:40])[CH:35]=2)[C:8]2[N:14]=[C:13]([C:15]3[CH:20]=[CH:19][C:18]([O:21][CH3:22])=[C:17]([O:23][CH3:24])[CH:16]=3)[CH:12]=[CH:11][C:9]=2[N:10]=1)(=O)C.C(=O)([O-])[O-].[K+].[K+]. Given the product [NH2:4][C:5]1[N:6]=[C:7]([N:25]2[CH2:31][CH2:30][CH2:29][NH:28][CH2:27][CH:26]2[C:32](=[O:41])[NH:33][C:34]2[CH:39]=[CH:38][CH:37]=[C:36]([CH3:40])[CH:35]=2)[C:8]2[N:14]=[C:13]([C:15]3[CH:20]=[CH:19][C:18]([O:21][CH3:22])=[C:17]([O:23][CH3:24])[CH:16]=3)[CH:12]=[CH:11][C:9]=2[N:10]=1, predict the reactants needed to synthesize it.